Dataset: Forward reaction prediction with 1.9M reactions from USPTO patents (1976-2016). Task: Predict the product of the given reaction. (1) The product is: [Br:1][C:2]1[CH:3]=[CH:4][C:5]2[CH:6]([CH:18]3[CH2:24][CH:23]4[NH:25][CH:20]([CH2:21][CH2:22]4)[CH2:19]3)[C:7]3[C:12]([O:13][C:14]=2[CH:15]=1)=[C:11]([O:16][CH3:17])[CH:10]=[CH:9][CH:8]=3.[C:26]([OH:31])([C:27]([F:30])([F:29])[F:28])=[O:35]. Given the reactants [Br:1][C:2]1[CH:3]=[CH:4][C:5]2[CH:6]([CH:18]3[CH2:24][CH:23]4[N:25]([C:26](=[O:31])[C:27]([F:30])([F:29])[F:28])[CH:20]([CH2:21][CH2:22]4)[CH2:19]3)[C:7]3[C:12]([O:13][C:14]=2[CH:15]=1)=[C:11]([O:16][CH3:17])[CH:10]=[CH:9][CH:8]=3.FC(F)(F)C(N1C2CCC1CC(C1C3C=CC(C4NN=NN=4)=CC=3OC3C1=CC=CC=3)C2)=[O:35], predict the reaction product. (2) Given the reactants C(N(CC)C(C)C)(C)C.Cl.[Cl:11][C:12]1[CH:13]=[C:14]2[C:18](=[CH:19][CH:20]=1)[NH:17][CH:16]=[C:15]2[CH2:21][CH2:22][NH2:23].Cl[C:25]([O:27][C:28]1[CH:33]=[CH:32][CH:31]=[CH:30][CH:29]=1)=[O:26], predict the reaction product. The product is: [Cl:11][C:12]1[CH:13]=[C:14]2[C:18](=[CH:19][CH:20]=1)[NH:17][CH:16]=[C:15]2[CH2:21][CH2:22][NH:23][C:25](=[O:26])[O:27][C:28]1[CH:33]=[CH:32][CH:31]=[CH:30][CH:29]=1. (3) Given the reactants [C:1]([CH2:4][CH2:5][C:6]1[C:18]([CH2:19][CH2:20][CH2:21][CH2:22][CH2:23][CH2:24][O:25][C:26]2[CH:31]=[C:30]([C:32]3[CH:36]=[CH:35][S:34][CH:33]=3)[CH:29]=[C:28]([C:37](=[O:41])[N:38]([CH3:40])C)[CH:27]=2)=[CH:17][CH:16]=[CH:15][C:7]=1[O:8][CH2:9][CH2:10][CH2:11][C:12]([OH:14])=[O:13])([OH:3])=[O:2].C(OC(CC[C:49]1[C:54](OCCCC(OCC)=O)=[CH:53][CH:52]=[CH:51][C:50]=1CCCCCCO[C:49]1[CH:54]=[C:53]([CH:52]=[C:51](C2C=CSC=2)[CH:50]=1)C(O)=O)=O)C.C1(CN)CCCCC1, predict the reaction product. The product is: [C:1]([CH2:4][CH2:5][C:6]1[C:18]([CH2:19][CH2:20][CH2:21][CH2:22][CH2:23][CH2:24][O:25][C:26]2[CH:31]=[C:30]([C:32]3[CH:36]=[CH:35][S:34][CH:33]=3)[CH:29]=[C:28]([C:37](=[O:41])[NH:38][CH2:40][CH:49]3[CH2:54][CH2:53][CH2:52][CH2:51][CH2:50]3)[CH:27]=2)=[CH:17][CH:16]=[CH:15][C:7]=1[O:8][CH2:9][CH2:10][CH2:11][C:12]([OH:14])=[O:13])([OH:3])=[O:2]. (4) Given the reactants [C:1]([C:5]1[CH:10]=[CH:9][C:8]([S:11]([N:14]([CH2:22][C:23](O)=[O:24])[C:15]2[CH:20]=[CH:19][C:18]([CH3:21])=[CH:17][CH:16]=2)(=[O:13])=[O:12])=[CH:7][CH:6]=1)([CH3:4])([CH3:3])[CH3:2].[CH2:26]([NH:28][CH2:29][C:30]1[CH:35]=[CH:34][CH:33]=[C:32]([CH3:36])[N:31]=1)[CH3:27], predict the reaction product. The product is: [C:1]([C:5]1[CH:10]=[CH:9][C:8]([S:11]([N:14]([C:15]2[CH:20]=[CH:19][C:18]([CH3:21])=[CH:17][CH:16]=2)[CH2:22][C:23]([N:28]([CH2:26][CH3:27])[CH2:29][C:30]2[CH:35]=[CH:34][CH:33]=[C:32]([CH3:36])[N:31]=2)=[O:24])(=[O:12])=[O:13])=[CH:7][CH:6]=1)([CH3:4])([CH3:3])[CH3:2]. (5) Given the reactants [NH2:1][CH2:2][CH2:3][OH:4].Cl[C:6]1[N:7]([CH2:28][CH:29]2[CH2:31][CH2:30]2)[C:8]2[C:13]([N:14]=1)=[C:12]([N:15]1[CH2:20][CH2:19][O:18][CH2:17][CH2:16]1)[N:11]=[C:10]([C:21]1[CH:22]=[N:23][C:24]([NH2:27])=[N:25][CH:26]=1)[N:9]=2, predict the reaction product. The product is: [NH2:27][C:24]1[N:23]=[CH:22][C:21]([C:10]2[N:9]=[C:8]3[C:13]([N:14]=[C:6]([NH:1][CH2:2][CH2:3][OH:4])[N:7]3[CH2:28][CH:29]3[CH2:31][CH2:30]3)=[C:12]([N:15]3[CH2:20][CH2:19][O:18][CH2:17][CH2:16]3)[N:11]=2)=[CH:26][N:25]=1. (6) Given the reactants ClC(Cl)(Cl)C([O:6][C:7]([N:9]1[CH:14]2[C:15]([C:36](O)=[O:37])=[C:16]([C:18]3[CH:23]=[CH:22][C:21]([O:24][CH2:25][CH2:26][O:27][C:28]4[CH:33]=[C:32]([F:34])[CH:31]=[CH:30][C:29]=4[Cl:35])=[CH:20][CH:19]=3)[CH2:17][CH:10]1[CH2:11][N:12]([C:39](=[O:41])[CH3:40])[CH2:13]2)=[O:8])(C)C.[Br:44][C:45]1[CH:55]=[CH:54][CH:53]=[CH:52][C:46]=1[CH2:47][NH:48][CH:49]1[CH2:51][CH2:50]1, predict the reaction product. The product is: [CH:7]([OH:8])=[O:6].[Br:44][C:45]1[CH:55]=[CH:54][CH:53]=[CH:52][C:46]=1[CH2:47][N:48]([CH:49]1[CH2:50][CH2:51]1)[C:36]([C:15]1[C@@H:14]2[NH:9][C@H:10]([CH2:17][C:16]=1[C:18]1[CH:19]=[CH:20][C:21]([O:24][CH2:25][CH2:26][O:27][C:28]3[CH:33]=[C:32]([F:34])[CH:31]=[CH:30][C:29]=3[Cl:35])=[CH:22][CH:23]=1)[CH2:11][N:12]([C:39](=[O:41])[CH3:40])[CH2:13]2)=[O:37].